This data is from Peptide-MHC class II binding affinity with 134,281 pairs from IEDB. The task is: Regression. Given a peptide amino acid sequence and an MHC pseudo amino acid sequence, predict their binding affinity value. This is MHC class II binding data. (1) The peptide sequence is KKVIQLSRKTFDTEY. The MHC is DRB4_0101 with pseudo-sequence DRB4_0103. The binding affinity (normalized) is 0.374. (2) The peptide sequence is QSALSEFIKFAEGRR. The MHC is DRB3_0202 with pseudo-sequence DRB3_0202. The binding affinity (normalized) is 0.375. (3) The peptide sequence is IFMTATPPGTADAFP. The MHC is DRB1_0802 with pseudo-sequence DRB1_0802. The binding affinity (normalized) is 0.660. (4) The peptide sequence is TEYQKTKLNDWDFVV. The MHC is DRB1_1101 with pseudo-sequence DRB1_1101. The binding affinity (normalized) is 0.197. (5) The MHC is DRB1_0802 with pseudo-sequence DRB1_0802. The peptide sequence is AFKVAATAANACPAN. The binding affinity (normalized) is 0.601. (6) The peptide sequence is LQYGWKTWGKNLVFS. The MHC is HLA-DQA10102-DQB10501 with pseudo-sequence HLA-DQA10102-DQB10501. The binding affinity (normalized) is 0.375. (7) The peptide sequence is DVVPEKYTIGATYAP. The MHC is DRB1_0901 with pseudo-sequence DRB1_0901. The binding affinity (normalized) is 0.399. (8) The peptide sequence is CGMFTNRSGSQQ. The MHC is HLA-DQA10101-DQB10501 with pseudo-sequence HLA-DQA10101-DQB10501. The binding affinity (normalized) is 0. (9) The peptide sequence is LFLIVAALVFLILCF. The MHC is DRB1_0101 with pseudo-sequence DRB1_0101. The binding affinity (normalized) is 0.0720.